The task is: Predict which catalyst facilitates the given reaction.. This data is from Catalyst prediction with 721,799 reactions and 888 catalyst types from USPTO. (1) Reactant: [OH-].[K+].[SH:3][C:4]1[N:9]=[C:8]([OH:10])[CH:7]=[C:6]([CH2:11][CH2:12][CH3:13])[N:5]=1.I[CH3:15]. Product: [CH3:15][S:3][C:4]1[N:9]=[C:8]([OH:10])[CH:7]=[C:6]([CH2:11][CH2:12][CH3:13])[N:5]=1. The catalyst class is: 5. (2) Reactant: [Cl:1][C:2]1[CH:7]=[CH:6][CH:5]=[C:4]([CH3:8])[C:3]=1[NH:9][C:10]1[NH:11][C:12]2[C:18]3[CH2:19][C:20]([CH3:23])([CH3:22])[O:21][C:17]=3[C:16]([C:24]([NH:26][C:27]3[CH:32]=[C:31]([C:33]([F:36])([F:35])[F:34])[CH:30]=[CH:29][C:28]=3[F:37])=[O:25])=[CH:15][C:13]=2[N:14]=1.Cl. Product: [ClH:1].[Cl:1][C:2]1[CH:7]=[CH:6][CH:5]=[C:4]([CH3:8])[C:3]=1[NH:9][C:10]1[NH:11][C:12]2[C:18]3[CH2:19][C:20]([CH3:22])([CH3:23])[O:21][C:17]=3[C:16]([C:24]([NH:26][C:27]3[CH:32]=[C:31]([C:33]([F:36])([F:34])[F:35])[CH:30]=[CH:29][C:28]=3[F:37])=[O:25])=[CH:15][C:13]=2[N:14]=1. The catalyst class is: 1. (3) Reactant: [Br:1][C:2]1[N:7]=[C:6]([C:8](=[O:28])[CH2:9][C:10]2[CH:18]=[C:17]([CH3:19])[C:16]3[C:12](=[CH:13][N:14]([CH2:20][O:21][CH2:22][CH2:23][Si:24]([CH3:27])([CH3:26])[CH3:25])[N:15]=3)[CH:11]=2)[CH:5]=[CH:4][CH:3]=1.[BH4-].[Na+]. Product: [Br:1][C:2]1[N:7]=[C:6]([CH:8]([OH:28])[CH2:9][C:10]2[CH:18]=[C:17]([CH3:19])[C:16]3[C:12](=[CH:13][N:14]([CH2:20][O:21][CH2:22][CH2:23][Si:24]([CH3:25])([CH3:27])[CH3:26])[N:15]=3)[CH:11]=2)[CH:5]=[CH:4][CH:3]=1. The catalyst class is: 5. (4) Reactant: Br[C:2]1[CH:7]=[CH:6][CH:5]=[C:4]([O:8][CH2:9][CH2:10][CH2:11][Cl:12])[CH:3]=1.[B:13]1([B:13]2[O:17][C:16]([CH3:19])([CH3:18])[C:15]([CH3:21])([CH3:20])[O:14]2)[O:17][C:16]([CH3:19])([CH3:18])[C:15]([CH3:21])([CH3:20])[O:14]1.C([O-])(=O)C.[K+]. Product: [Cl:12][CH2:11][CH2:10][CH2:9][O:8][C:4]1[CH:3]=[C:2]([B:13]2[O:17][C:16]([CH3:19])([CH3:18])[C:15]([CH3:21])([CH3:20])[O:14]2)[CH:7]=[CH:6][CH:5]=1. The catalyst class is: 109. (5) Reactant: [C:1]1([CH2:6][C@H:7]([NH:14][C:15](=[O:34])[C@@H:16]([NH:26]C(=O)OC(C)(C)C)[CH2:17][C:18]2[CH:23]=[CH:22][C:21]([O:24][CH3:25])=[CH:20][CH:19]=2)[C:8]([C@@:10]2([CH3:13])[CH2:12][O:11]2)=[O:9])[CH2:5][CH2:4][CH2:3][CH:2]=1.C(O)(C(F)(F)F)=O. Product: [NH2:26][C@@H:16]([CH2:17][C:18]1[CH:19]=[CH:20][C:21]([O:24][CH3:25])=[CH:22][CH:23]=1)[C:15]([NH:14][C@@H:7]([CH2:6][C:1]1[CH2:5][CH2:4][CH2:3][CH:2]=1)[C:8]([C@@:10]1([CH3:13])[CH2:12][O:11]1)=[O:9])=[O:34]. The catalyst class is: 2. (6) Reactant: [CH:1]1[C:10]2[C:5](=[CH:6][CH:7]=[CH:8][CH:9]=2)[CH:4]=[CH:3][C:2]=1[C:11](Cl)=[O:12].Cl.[CH3:15][NH:16][O:17][CH3:18].C(N(C(C)C)CC)(C)C. Product: [CH3:18][O:17][N:16]([CH3:15])[C:11]([C:2]1[CH:3]=[CH:4][C:5]2[C:10](=[CH:9][CH:8]=[CH:7][CH:6]=2)[CH:1]=1)=[O:12]. The catalyst class is: 4. (7) Reactant: CC1C=CC(S(O[CH2:12][CH:13]2[O:18][C:17]3[CH:19]=[C:20]([F:24])[CH:21]=[C:22]([F:23])[C:16]=3[O:15][CH2:14]2)(=O)=O)=CC=1.[CH2:25]([NH2:29])[CH2:26][CH2:27][CH3:28]. Product: [F:23][C:22]1[C:16]2[O:15][CH2:14][CH:13]([CH2:12][NH:29][CH2:25][CH2:26][CH2:27][CH3:28])[O:18][C:17]=2[CH:19]=[C:20]([F:24])[CH:21]=1. The catalyst class is: 10. (8) Reactant: C(#N)C.[CH2:4]([O:6][C:7]1[CH:12]=[CH:11][C:10]2=[N:13][C:14]([C:16]3[CH:17]=[CH:18][C:19]([C:25]([F:28])([F:27])[F:26])=[C:20]([CH:24]=3)[C:21](O)=[O:22])=[CH:15][N:9]2[N:8]=1)[CH3:5].[C:29]([NH2:33])([CH3:32])([CH3:31])[CH3:30].F[P-](F)(F)(F)(F)F.N1(O[P+](N(C)C)(N(C)C)N(C)C)C2C=CC=CC=2N=N1. Product: [C:29]([NH:33][C:21](=[O:22])[C:20]1[CH:24]=[C:16]([C:14]2[N:13]=[C:10]3[N:9]([CH:15]=2)[N:8]=[C:7]([O:6][CH2:4][CH3:5])[CH:12]=[CH:11]3)[CH:17]=[CH:18][C:19]=1[C:25]([F:27])([F:28])[F:26])([CH3:32])([CH3:31])[CH3:30]. The catalyst class is: 66. (9) Reactant: [CH3:1][C:2]1([CH3:14])[C:6]([CH3:8])([CH3:7])[O:5][B:4]([C:9]2[CH:10]=[N:11][NH:12][CH:13]=2)[O:3]1.Br[CH2:16][CH:17]1[CH2:20][CH2:19][CH2:18]1.C(=O)([O-])[O-].[Cs+].[Cs+]. Product: [CH:17]1([CH2:16][N:12]2[CH:13]=[C:9]([B:4]3[O:5][C:6]([CH3:7])([CH3:8])[C:2]([CH3:14])([CH3:1])[O:3]3)[CH:10]=[N:11]2)[CH2:20][CH2:19][CH2:18]1. The catalyst class is: 10.